From a dataset of Reaction yield outcomes from USPTO patents with 853,638 reactions. Predict the reaction yield, written as a fraction of the theoretical maximum amount of product (1.0 means a 100% yield; for example, 0.34 means a 34% yield). (1) The reactants are [F:1][C:2]1[CH:7]=[CH:6][C:5]([C:8]2[N:9]=[CH:10][N:11]([CH2:23][CH2:24][N:25]3[CH2:30][CH2:29][O:28][CH2:27][CH2:26]3)[C:12]=2[C:13]2[CH:14]=[CH:15][C:16]3[N:17]([CH:19]=[C:20]([NH2:22])[N:21]=3)[N:18]=2)=[CH:4][CH:3]=1.[C:31](O)(=[O:38])[C:32]1[CH:37]=[CH:36][N:35]=[CH:34][CH:33]=1.CN(C(ON1N=NC2C=CC=NC1=2)=[N+](C)C)C.F[P-](F)(F)(F)(F)F.CCN(C(C)C)C(C)C. The catalyst is CN(C=O)C. The product is [F:1][C:2]1[CH:7]=[CH:6][C:5]([C:8]2[N:9]=[CH:10][N:11]([CH2:23][CH2:24][N:25]3[CH2:26][CH2:27][O:28][CH2:29][CH2:30]3)[C:12]=2[C:13]2[CH:14]=[CH:15][C:16]3[N:17]([CH:19]=[C:20]([NH:22][C:31](=[O:38])[C:32]4[CH:37]=[CH:36][N:35]=[CH:34][CH:33]=4)[N:21]=3)[N:18]=2)=[CH:4][CH:3]=1. The yield is 0.317. (2) The reactants are [C:1]([C:5]1[CH:10]=[C:9]([C:11]2[O:12][CH:13]=[C:14]([CH2:16][CH2:17][N:18]([CH3:22])[CH2:19][C:20]#C)[N:15]=2)[CH:8]=[C:7]([C:23]([CH3:26])([CH3:25])[CH3:24])[C:6]=1[OH:27])([CH3:4])([CH3:3])[CH3:2].C[NH:29]CC#N.CNCC#C. No catalyst specified. The product is [C:23]([C:7]1[CH:8]=[C:9]([C:11]2[O:12][CH:13]=[C:14]([CH2:16][CH2:17][N:18]([CH2:19][C:20]#[N:29])[CH3:22])[N:15]=2)[CH:10]=[C:5]([C:1]([CH3:3])([CH3:2])[CH3:4])[C:6]=1[OH:27])([CH3:26])([CH3:24])[CH3:25]. The yield is 0.360. (3) The reactants are CCCCCC.C([Li])CCC.Br[C:13]1[CH:18]=[C:17]([CH3:19])[C:16]([CH:20]([C:29]2[CH:34]=[C:33]([F:35])[CH:32]=[CH:31][C:30]=2[F:36])[S:21][C:22]2[CH:27]=[CH:26][C:25]([F:28])=[CH:24][CH:23]=2)=[CH:15][N:14]=1.CN(C)[CH:39]=[O:40]. The catalyst is C1(C)C=CC=CC=1.C(OCC)(=O)C.O. The product is [F:36][C:30]1[CH:31]=[CH:32][C:33]([F:35])=[CH:34][C:29]=1[CH:20]([S:21][C:22]1[CH:27]=[CH:26][C:25]([F:28])=[CH:24][CH:23]=1)[C:16]1[C:17]([CH3:19])=[CH:18][C:13]([CH:39]=[O:40])=[N:14][CH:15]=1. The yield is 0.600. (4) The reactants are [Cl:1][C:2]1[C:3]([C:22](=[O:31])[NH:23][C:24]2[CH:29]=[CH:28][CH:27]=[C:26]([F:30])[CH:25]=2)=[C:4]([NH:8][C:9](=O)[C@@H:10]([NH:13][C:14](=[O:20])[O:15][C:16]([CH3:19])([CH3:18])[CH3:17])[CH2:11][CH3:12])[CH:5]=[CH:6][CH:7]=1.C(N(CC)CC)C.C/C(/O[Si](C)(C)C)=N\[Si](C)(C)C. The catalyst is CC#N. The product is [Cl:1][C:2]1[CH:7]=[CH:6][CH:5]=[C:4]2[C:3]=1[C:22](=[O:31])[N:23]([C:24]1[CH:29]=[CH:28][CH:27]=[C:26]([F:30])[CH:25]=1)[C:9]([C@@H:10]([NH:13][C:14](=[O:20])[O:15][C:16]([CH3:19])([CH3:18])[CH3:17])[CH2:11][CH3:12])=[N:8]2. The yield is 0.823. (5) The reactants are [N+:1]([C:4]1[CH:5]=[CH:6][C:7]([O:13][C:14]([F:17])([F:16])[F:15])=[C:8]([CH:12]=1)[C:9]([OH:11])=[O:10])([O-])=O.[H][H]. The catalyst is C(O)C.[Pd]. The product is [NH2:1][C:4]1[CH:5]=[CH:6][C:7]([O:13][C:14]([F:15])([F:16])[F:17])=[C:8]([CH:12]=1)[C:9]([OH:11])=[O:10]. The yield is 0.290.